This data is from Full USPTO retrosynthesis dataset with 1.9M reactions from patents (1976-2016). The task is: Predict the reactants needed to synthesize the given product. (1) Given the product [CH:7]1([CH2:10][N:11]2[C:20]3[C:15](=[CH:16][C:17]([F:22])=[C:18]([N:1]4[CH2:6][CH2:5][S:4][CH2:3][CH2:2]4)[CH:19]=3)[C:14](=[O:23])[C:13]([C:24]#[N:25])=[CH:12]2)[CH2:8][CH2:9]1, predict the reactants needed to synthesize it. The reactants are: [NH:1]1[CH2:6][CH2:5][S:4][CH2:3][CH2:2]1.[CH:7]1([CH2:10][N:11]2[C:20]3[C:15](=[CH:16][C:17]([F:22])=[C:18](F)[CH:19]=3)[C:14](=[O:23])[C:13]([C:24]#[N:25])=[CH:12]2)[CH2:9][CH2:8]1. (2) Given the product [N:13]1([CH2:12][CH2:11][S:10][C:7]2[CH:8]=[CH:9][C:4]([NH2:1])=[CH:5][CH:6]=2)[CH:17]=[CH:16][N:15]=[CH:14]1, predict the reactants needed to synthesize it. The reactants are: [N+:1]([C:4]1[CH:9]=[CH:8][C:7]([S:10][CH2:11][CH2:12][N:13]2[CH:17]=[CH:16][N:15]=[CH:14]2)=[CH:6][CH:5]=1)([O-])=O.[Cl-].[Ca+2].[Cl-]. (3) The reactants are: C(OC([N:8]1[C:12]2[CH:13]=[CH:14][CH:15]=[C:16]([N:17]3[CH2:22][CH2:21][N:20]([CH3:23])[CH2:19][CH2:18]3)[C:11]=2[N:10]=[C:9]1[C:24]1[C:32]2[C:27](=[CH:28][C:29]([C:33]3[CH:38]=[CH:37][C:36]([CH2:39][NH:40]C(OC(C)(C)C)=O)=[CH:35][CH:34]=3)=[CH:30][CH:31]=2)[N:26](C(OC(C)(C)C)=O)[N:25]=1)=O)(C)(C)C. Given the product [CH3:23][N:20]1[CH2:21][CH2:22][N:17]([C:16]2[C:11]3[N:10]=[C:9]([C:24]4[C:32]5[C:27](=[CH:28][C:29]([C:33]6[CH:34]=[CH:35][C:36]([CH2:39][NH2:40])=[CH:37][CH:38]=6)=[CH:30][CH:31]=5)[NH:26][N:25]=4)[NH:8][C:12]=3[CH:13]=[CH:14][CH:15]=2)[CH2:18][CH2:19]1, predict the reactants needed to synthesize it. (4) Given the product [OH:1][CH2:2][C:3](=[O:4])[CH3:5].[CH2:2]([OH:1])[CH:3]([OH:4])[CH3:5], predict the reactants needed to synthesize it. The reactants are: [OH:1][CH2:2][CH:3]([CH2:5]O)[OH:4].C(O)CO. (5) Given the product [CH3:29][C:28]([O:27][C:25](=[O:26])[NH:1][CH2:2][C:3]1[C:12]2[C:7](=[CH:8][CH:9]=[CH:10][CH:11]=2)[C:6](=[O:13])[N:5]([NH:14][C:15](=[O:24])[CH2:16][C:17]2[CH:18]=[CH:19][C:20]([Cl:23])=[CH:21][CH:22]=2)[N:4]=1)([CH2:31][CH3:32])[CH3:30], predict the reactants needed to synthesize it. The reactants are: [NH2:1][CH2:2][C:3]1[C:12]2[C:7](=[CH:8][CH:9]=[CH:10][CH:11]=2)[C:6](=[O:13])[N:5]([NH:14][C:15](=[O:24])[CH2:16][C:17]2[CH:22]=[CH:21][C:20]([Cl:23])=[CH:19][CH:18]=2)[N:4]=1.[C:25](O[C:25]([O:27][C:28]([CH2:31][CH3:32])([CH3:30])[CH3:29])=[O:26])([O:27][C:28]([CH2:31][CH3:32])([CH3:30])[CH3:29])=[O:26]. (6) Given the product [CH3:36][O:35][C:10]1[CH:11]=[C:12]2[C:17](=[CH:18][C:9]=1[OH:8])[N:16]=[CH:15][CH:14]=[C:13]2[O:19][C:20]1[C:21]([C:28]2[CH:33]=[CH:32][CH:31]=[C:30]([CH3:34])[N:29]=2)=[N:22][C:23]([CH3:27])=[C:24]([CH3:26])[CH:25]=1, predict the reactants needed to synthesize it. The reactants are: C([O:8][C:9]1[CH:18]=[C:17]2[C:12]([C:13]([O:19][C:20]3[C:21]([C:28]4[CH:33]=[CH:32][CH:31]=[C:30]([CH3:34])[N:29]=4)=[N:22][C:23]([CH3:27])=[C:24]([CH3:26])[CH:25]=3)=[CH:14][CH:15]=[N:16]2)=[CH:11][C:10]=1[O:35][CH3:36])C1C=CC=CC=1.CS(O)(=O)=O. (7) Given the product [Cl:1][C:2]1[N:7]=[CH:6][C:5]2[C:8]([S:39]([CH3:38])(=[O:41])=[O:40])=[N:9][NH:10][C:4]=2[CH:3]=1, predict the reactants needed to synthesize it. The reactants are: [Cl:1][C:2]1[N:7]=[CH:6][C:5]2[C:8](I)=[N:9][N:10](C(C3C=CC=CC=3)(C3C=CC=CC=3)C3C=CC=CC=3)[C:4]=2[CH:3]=1.CN(C)CC(O)=O.[CH3:38][S:39]([O-:41])=[O:40].[Na+]. (8) Given the product [CH:1]([C:5]1[CH:11]=[CH:10][CH:9]=[C:8]([CH:12]([CH3:14])[CH3:13])[C:6]=1[OH:16])([CH2:3][CH3:4])[CH3:2], predict the reactants needed to synthesize it. The reactants are: [CH:1]([C:5]1[CH:11]=[CH:10][CH:9]=[C:8]([CH:12]([CH3:14])[CH3:13])[C:6]=1N)([CH2:3][CH3:4])[CH3:2].N([O-])=[O:16].[Na+].NC1C=CC=CC=1.